Dataset: Forward reaction prediction with 1.9M reactions from USPTO patents (1976-2016). Task: Predict the product of the given reaction. (1) Given the reactants [C:1]([C:3]1[CH:4]=[C:5](B(O)O)[CH:6]=[CH:7][CH:8]=1)#[N:2].Br[C:13]1[CH:18]=[CH:17][C:16]([C:19]2[O:20][C:21]([CH3:31])=[C:22]([CH2:24][CH2:25][N:26]3[CH2:30][CH2:29][CH2:28][CH2:27]3)[N:23]=2)=[CH:15][CH:14]=1, predict the reaction product. The product is: [CH3:31][C:21]1[O:20][C:19]([C:16]2[CH:17]=[CH:18][C:13]([C:7]3[CH:6]=[CH:5][CH:4]=[C:3]([C:1]#[N:2])[CH:8]=3)=[CH:14][CH:15]=2)=[N:23][C:22]=1[CH2:24][CH2:25][N:26]1[CH2:30][CH2:29][CH2:28][CH2:27]1. (2) Given the reactants [F:1][C:2]([F:6])([F:5])[CH2:3][OH:4].C(N(CC)CC)C.[C:14]1([CH3:24])[CH:19]=[CH:18][C:17]([S:20](Cl)(=[O:22])=[O:21])=[CH:16][CH:15]=1, predict the reaction product. The product is: [F:1][C:2]([F:6])([F:5])[CH2:3][O:4][S:20]([C:17]1[CH:18]=[CH:19][C:14]([CH3:24])=[CH:15][CH:16]=1)(=[O:22])=[O:21]. (3) The product is: [Br:16][C:17]1[C:18]([F:24])=[C:19]([CH:20]=[C:21]([Br:23])[CH:22]=1)[C:25]([OH:27])=[O:26]. Given the reactants C([Li])CCC.CC1(C)CCCC(C)(C)N1.[Br:16][C:17]1[CH:22]=[C:21]([Br:23])[CH:20]=[CH:19][C:18]=1[F:24].[C:25](=[O:27])=[O:26], predict the reaction product. (4) Given the reactants C([N:4]1[C:12]2[C:7](=[CH:8][CH:9]=[C:10]([NH:13][C:14](=[O:24])[C:15]3[CH:20]=[CH:19][CH:18]=[CH:17][C:16]=3[N+:21]([O-:23])=[O:22])[CH:11]=2)[C:6]([CH3:26])([CH3:25])[CH2:5]1)(=O)C, predict the reaction product. The product is: [CH3:25][C:6]1([CH3:26])[C:7]2[C:12](=[CH:11][C:10]([NH:13][C:14](=[O:24])[C:15]3[CH:20]=[CH:19][CH:18]=[CH:17][C:16]=3[N+:21]([O-:23])=[O:22])=[CH:9][CH:8]=2)[NH:4][CH2:5]1. (5) Given the reactants [CH3:1][O:2][C:3](=[O:15])[C:4]1[CH:9]=[C:8]([O:10][CH3:11])[CH:7]=[C:6]([O:12][CH3:13])[C:5]=1Br, predict the reaction product. The product is: [CH3:1][O:2][C:3]([C:4]1[C:5]([C:9]2[C:4]([C:3]([O:2][CH3:1])=[O:15])=[CH:5][C:6]([O:12][CH3:13])=[CH:7][C:8]=2[O:10][CH3:11])=[C:6]([O:12][CH3:13])[CH:7]=[C:8]([O:10][CH3:11])[CH:9]=1)=[O:15]. (6) Given the reactants C[O-].[Na+].[F:4][C:5]([F:10])([F:9])[C:6]([NH2:8])=[NH:7].C([O:13][C:14](=O)[CH2:15][C:16](=O)[C:17]([F:20])([F:19])[F:18])C, predict the reaction product. The product is: [F:4][C:5]([F:10])([F:9])[C:6]1[N:8]=[C:14]([OH:13])[CH:15]=[C:16]([C:17]([F:20])([F:19])[F:18])[N:7]=1. (7) Given the reactants [CH2:1]([N:4]1[C:9](=[O:10])[CH:8]=[CH:7][CH:6]=[C:5]1[O:11][C@H:12]1[CH2:16][N:15](C(OC(C)(C)C)=O)[C@H:14]([C:24]([O:26][CH3:27])=[O:25])[CH2:13]1)[CH:2]=[CH2:3].[ClH:28], predict the reaction product. The product is: [Cl-:28].[CH2:1]([N:4]1[C:9](=[O:10])[CH:8]=[CH:7][CH:6]=[C:5]1[O:11][C@H:12]1[CH2:16][NH2+:15][C@H:14]([C:24]([O:26][CH3:27])=[O:25])[CH2:13]1)[CH:2]=[CH2:3]. (8) Given the reactants [CH3:1][C:2]1[C:3]([F:11])=[N:4][CH:5]=[C:6]([CH:10]=1)[C:7]([OH:9])=[O:8].[C:12]([O-])([O-])=O.[K+].[K+].CI, predict the reaction product. The product is: [F:11][C:3]1[C:2]([CH3:1])=[CH:10][C:6]([C:7]([O:9][CH3:12])=[O:8])=[CH:5][N:4]=1. (9) Given the reactants [Cl:1][C:2]1[CH:3]=[CH:4][C:5]([O:31][CH3:32])=[C:6]([NH:8][S:9]([C:12]2[CH:21]=[CH:20][C:19]([O:22][CH3:23])=[C:18]3[C:13]=2[CH2:14][CH2:15][C@H:16]([NH:24]C(=O)C(F)(F)F)[CH2:17]3)(=[O:11])=[O:10])[CH:7]=1.Cl, predict the reaction product. The product is: [NH2:24][C@H:16]1[CH2:15][CH2:14][C:13]2[C:12]([S:9]([NH:8][C:6]3[CH:7]=[C:2]([Cl:1])[CH:3]=[CH:4][C:5]=3[O:31][CH3:32])(=[O:11])=[O:10])=[CH:21][CH:20]=[C:19]([O:22][CH3:23])[C:18]=2[CH2:17]1.